Dataset: Merck oncology drug combination screen with 23,052 pairs across 39 cell lines. Task: Regression. Given two drug SMILES strings and cell line genomic features, predict the synergy score measuring deviation from expected non-interaction effect. (1) Drug 1: CN1C(=O)C=CC2(C)C3CCC4(C)C(NC(=O)OCC(F)(F)F)CCC4C3CCC12. Drug 2: N#Cc1ccc(Cn2cncc2CN2CCN(c3cccc(Cl)c3)C(=O)C2)cc1. Cell line: OCUBM. Synergy scores: synergy=14.6. (2) Drug 1: O=C(O)C1(Cc2cccc(Nc3nccs3)n2)CCC(Oc2cccc(Cl)c2F)CC1. Drug 2: Cn1c(=O)n(-c2ccc(C(C)(C)C#N)cc2)c2c3cc(-c4cnc5ccccc5c4)ccc3ncc21. Cell line: VCAP. Synergy scores: synergy=12.4. (3) Drug 1: CCN(CC)CCNC(=O)c1c(C)[nH]c(C=C2C(=O)Nc3ccc(F)cc32)c1C. Drug 2: CNC(=O)c1cc(Oc2ccc(NC(=O)Nc3ccc(Cl)c(C(F)(F)F)c3)cc2)ccn1. Cell line: PA1. Synergy scores: synergy=-4.82. (4) Synergy scores: synergy=-5.33. Drug 1: O=P1(N(CCCl)CCCl)NCCCO1. Drug 2: Cn1nnc2c(C(N)=O)ncn2c1=O. Cell line: EFM192B. (5) Drug 1: CN(C)C(=N)N=C(N)N. Drug 2: O=C(NOCC(O)CO)c1ccc(F)c(F)c1Nc1ccc(I)cc1F. Cell line: MSTO. Synergy scores: synergy=-1.72. (6) Drug 1: COC1=C2CC(C)CC(OC)C(O)C(C)C=C(C)C(OC(N)=O)C(OC)C=CC=C(C)C(=O)NC(=CC1=O)C2=O. Drug 2: NC1CCCCC1N.O=C(O)C(=O)O.[Pt+2]. Cell line: RKO. Synergy scores: synergy=-0.315. (7) Drug 1: N#Cc1ccc(Cn2cncc2CN2CCN(c3cccc(Cl)c3)C(=O)C2)cc1. Drug 2: Nc1ccn(C2OC(CO)C(O)C2(F)F)c(=O)n1. Cell line: ES2. Synergy scores: synergy=7.55.